Dataset: Forward reaction prediction with 1.9M reactions from USPTO patents (1976-2016). Task: Predict the product of the given reaction. (1) Given the reactants NC1N(C(OC(C)(C)C)=O)N=C(C2C=CC(O)=CC=2)C=1C#N.C([O:30][C:31]1[CH:32]=[C:33]([CH:40]=[CH:41][CH:42]=1)[O:34][CH2:35][CH2:36][N:37]([CH3:39])[CH3:38])C1C=CC=CC=1, predict the reaction product. The product is: [CH3:38][N:37]([CH3:39])[CH2:36][CH2:35][O:34][C:33]1[CH:32]=[C:31]([OH:30])[CH:42]=[CH:41][CH:40]=1. (2) Given the reactants [Li+].[OH-].C([O:5][C:6](=[O:19])[C:7]1[CH:12]=[CH:11][C:10]([C:13]2[CH:18]=[CH:17][CH:16]=[CH:15][CH:14]=2)=[N:9][CH:8]=1)C, predict the reaction product. The product is: [C:13]1([C:10]2[CH:11]=[CH:12][C:7]([C:6]([OH:19])=[O:5])=[CH:8][N:9]=2)[CH:14]=[CH:15][CH:16]=[CH:17][CH:18]=1. (3) The product is: [CH3:33][N:34]1[CH2:39][CH2:38][N:37]([CH2:31][CH2:30][CH:27]2[CH2:28][CH2:29][CH:24]([N:8]3[C:4]4[N:5]=[CH:6][N:7]=[C:2]([NH2:1])[C:3]=4[C:10]([C:11]4[CH:16]=[CH:15][C:14]([O:17][C:18]5[CH:23]=[CH:22][CH:21]=[CH:20][CH:19]=5)=[CH:13][CH:12]=4)=[CH:9]3)[CH2:25][CH2:26]2)[CH2:36][CH2:35]1. Given the reactants [NH2:1][C:2]1[C:3]2[C:10]([C:11]3[CH:16]=[CH:15][C:14]([O:17][C:18]4[CH:23]=[CH:22][CH:21]=[CH:20][CH:19]=4)=[CH:13][CH:12]=3)=[CH:9][N:8]([CH:24]3[CH2:29][CH2:28][CH:27]([CH2:30][CH:31]=O)[CH2:26][CH2:25]3)[C:4]=2[N:5]=[CH:6][N:7]=1.[CH3:33][N:34]1[CH2:39][CH2:38][NH:37][CH2:36][CH2:35]1.C(O)(=O)C.C(O[BH-](OC(=O)C)OC(=O)C)(=O)C.[Na+], predict the reaction product. (4) Given the reactants [O:1]1[CH2:6][CH2:5][N:4]([CH2:7][CH2:8][O:9][C:10]2[CH:15]=[CH:14][C:13]([C:16]3[CH:17]=[CH:18][C:19]([CH2:22][C:23]([NH:25][CH2:26][C:27]4[CH:32]=[CH:31][CH:30]=[CH:29][CH:28]=4)=[O:24])=[N:20][CH:21]=3)=[CH:12][CH:11]=2)[CH2:3][CH2:2]1.[ClH:33], predict the reaction product. The product is: [ClH:33].[ClH:33].[O:1]1[CH2:2][CH2:3][N:4]([CH2:7][CH2:8][O:9][C:10]2[CH:11]=[CH:12][C:13]([C:16]3[CH:17]=[CH:18][C:19]([CH2:22][C:23]([NH:25][CH2:26][C:27]4[CH:32]=[CH:31][CH:30]=[CH:29][CH:28]=4)=[O:24])=[N:20][CH:21]=3)=[CH:14][CH:15]=2)[CH2:5][CH2:6]1. (5) Given the reactants [Si:1]([O:8][C@@H:9]1[C@@H:13]([CH2:14][O:15][Si](C(C)(C)C)(C)C)[O:12][C@@H:11]([N:23]2[C:31]3[CH:30]=[CH:29][N:28]=[C:27](Cl)[C:26]=3[CH:25]=[CH:24]2)[CH2:10]1)([C:4]([CH3:7])([CH3:6])[CH3:5])([CH3:3])[CH3:2].[CH2:33]([NH2:40])[C:34]1[CH:39]=[CH:38][CH:37]=[CH:36][CH:35]=1.CC(C)([O-])C.[Na+], predict the reaction product. The product is: [CH2:33]([NH:40][C:27]1[C:26]2[CH:25]=[CH:24][N:23]([C@@H:11]3[O:12][C@H:13]([CH2:14][OH:15])[C@@H:9]([O:8][Si:1]([C:4]([CH3:7])([CH3:6])[CH3:5])([CH3:2])[CH3:3])[CH2:10]3)[C:31]=2[CH:30]=[CH:29][N:28]=1)[C:34]1[CH:39]=[CH:38][CH:37]=[CH:36][CH:35]=1. (6) Given the reactants C([N-]C(C)C)(C)C.[Li+].[F:9][C:10]1([C:23]([O:25]C)=O)[CH2:15][CH2:14][N:13]([C:16]([O:18][C:19]([CH3:22])([CH3:21])[CH3:20])=[O:17])[CH2:12][CH2:11]1.[Cl:27][CH2:28]I, predict the reaction product. The product is: [Cl:27][CH2:28][C:23]([C:10]1([F:9])[CH2:11][CH2:12][N:13]([C:16]([O:18][C:19]([CH3:20])([CH3:21])[CH3:22])=[O:17])[CH2:14][CH2:15]1)=[O:25].